Dataset: NCI-60 drug combinations with 297,098 pairs across 59 cell lines. Task: Regression. Given two drug SMILES strings and cell line genomic features, predict the synergy score measuring deviation from expected non-interaction effect. (1) Drug 1: CC(CN1CC(=O)NC(=O)C1)N2CC(=O)NC(=O)C2. Drug 2: CC1C(C(CC(O1)OC2CC(OC(C2O)C)OC3=CC4=CC5=C(C(=O)C(C(C5)C(C(=O)C(C(C)O)O)OC)OC6CC(C(C(O6)C)O)OC7CC(C(C(O7)C)O)OC8CC(C(C(O8)C)O)(C)O)C(=C4C(=C3C)O)O)O)O. Cell line: SN12C. Synergy scores: CSS=26.9, Synergy_ZIP=-4.42, Synergy_Bliss=0.651, Synergy_Loewe=1.56, Synergy_HSA=1.52. (2) Drug 1: CCC1(CC2CC(C3=C(CCN(C2)C1)C4=CC=CC=C4N3)(C5=C(C=C6C(=C5)C78CCN9C7C(C=CC9)(C(C(C8N6C)(C(=O)OC)O)OC(=O)C)CC)OC)C(=O)OC)O.OS(=O)(=O)O. Drug 2: C1=NNC2=C1C(=O)NC=N2. Cell line: A498. Synergy scores: CSS=4.79, Synergy_ZIP=-2.57, Synergy_Bliss=-1.83, Synergy_Loewe=-12.4, Synergy_HSA=-1.76. (3) Drug 1: C1=CC(=CC=C1CCCC(=O)O)N(CCCl)CCCl. Drug 2: CC1=C(C=C(C=C1)C(=O)NC2=CC(=CC(=C2)C(F)(F)F)N3C=C(N=C3)C)NC4=NC=CC(=N4)C5=CN=CC=C5. Cell line: IGROV1. Synergy scores: CSS=27.4, Synergy_ZIP=-2.56, Synergy_Bliss=1.52, Synergy_Loewe=0.615, Synergy_HSA=0.812. (4) Drug 1: CC1=C(C=C(C=C1)NC(=O)C2=CC=C(C=C2)CN3CCN(CC3)C)NC4=NC=CC(=N4)C5=CN=CC=C5. Drug 2: CC1C(C(CC(O1)OC2CC(CC3=C2C(=C4C(=C3O)C(=O)C5=C(C4=O)C(=CC=C5)OC)O)(C(=O)CO)O)N)O.Cl. Cell line: OVCAR-5. Synergy scores: CSS=22.6, Synergy_ZIP=0.579, Synergy_Bliss=0.812, Synergy_Loewe=-10.8, Synergy_HSA=-0.441.